From a dataset of Full USPTO retrosynthesis dataset with 1.9M reactions from patents (1976-2016). Predict the reactants needed to synthesize the given product. Given the product [NH2:1][C:2]1[C:10]2[C:5](=[N:6][C:7]([CH3:15])=[CH:8][C:9]=2[C:11]([F:12])([F:13])[F:14])[S:4][C:3]=1[C:16]([N:53]([CH3:52])[CH2:54][CH2:55][C:56]1[CH:61]=[CH:60][CH:59]=[CH:58][CH:57]=1)=[O:18], predict the reactants needed to synthesize it. The reactants are: [NH2:1][C:2]1[C:10]2[C:5](=[N:6][C:7]([CH3:15])=[CH:8][C:9]=2[C:11]([F:14])([F:13])[F:12])[S:4][C:3]=1[C:16]([OH:18])=O.CN(C(ON1N=NC2C=CC=NC1=2)=[N+](C)C)C.F[P-](F)(F)(F)(F)F.CCN(C(C)C)C(C)C.[CH3:52][NH:53][CH2:54][CH2:55][C:56]1[CH:61]=[CH:60][CH:59]=[CH:58][CH:57]=1.